Dataset: Catalyst prediction with 721,799 reactions and 888 catalyst types from USPTO. Task: Predict which catalyst facilitates the given reaction. Reactant: [Cl:1][C:2]1[C:3]([CH:30]=[O:31])=[CH:4][C:5]2[O:10][CH:9]([C:11]([N:13]3[CH2:18][CH2:17][C:16]([CH2:21][C:22]4[CH:27]=[CH:26][C:25]([F:28])=[CH:24][CH:23]=4)([C:19]#[N:20])[CH2:15][CH2:14]3)=[O:12])[CH2:8][NH:7][C:6]=2[CH:29]=1.[BH4-].[Na+]. Product: [Cl:1][C:2]1[C:3]([CH2:30][OH:31])=[CH:4][C:5]2[O:10][CH:9]([C:11]([N:13]3[CH2:18][CH2:17][C:16]([CH2:21][C:22]4[CH:23]=[CH:24][C:25]([F:28])=[CH:26][CH:27]=4)([C:19]#[N:20])[CH2:15][CH2:14]3)=[O:12])[CH2:8][NH:7][C:6]=2[CH:29]=1. The catalyst class is: 5.